From a dataset of NCI-60 drug combinations with 297,098 pairs across 59 cell lines. Regression. Given two drug SMILES strings and cell line genomic features, predict the synergy score measuring deviation from expected non-interaction effect. (1) Drug 1: CC1=CC2C(CCC3(C2CCC3(C(=O)C)OC(=O)C)C)C4(C1=CC(=O)CC4)C. Drug 2: CCC(=C(C1=CC=CC=C1)C2=CC=C(C=C2)OCCN(C)C)C3=CC=CC=C3.C(C(=O)O)C(CC(=O)O)(C(=O)O)O. Cell line: HOP-92. Synergy scores: CSS=-2.50, Synergy_ZIP=3.35, Synergy_Bliss=3.97, Synergy_Loewe=-7.70, Synergy_HSA=-4.56. (2) Drug 1: COC1=CC(=CC(=C1O)OC)C2C3C(COC3=O)C(C4=CC5=C(C=C24)OCO5)OC6C(C(C7C(O6)COC(O7)C8=CC=CS8)O)O. Drug 2: CN(C)C1=NC(=NC(=N1)N(C)C)N(C)C. Cell line: HOP-92. Synergy scores: CSS=38.1, Synergy_ZIP=0.934, Synergy_Bliss=-1.53, Synergy_Loewe=-64.7, Synergy_HSA=-2.08. (3) Drug 1: C1CCC(CC1)NC(=O)N(CCCl)N=O. Drug 2: C1=NC2=C(N=C(N=C2N1C3C(C(C(O3)CO)O)F)Cl)N. Cell line: SK-MEL-5. Synergy scores: CSS=27.8, Synergy_ZIP=-2.28, Synergy_Bliss=1.15, Synergy_Loewe=-18.4, Synergy_HSA=0.0345.